Dataset: Forward reaction prediction with 1.9M reactions from USPTO patents (1976-2016). Task: Predict the product of the given reaction. (1) Given the reactants [CH2:1]([O:3][C:4]([N:6]1[C:15]2[C:10](=[CH:11][CH:12]=[CH:13][CH:14]=2)[N:9]([CH:16]([C:22]2[CH:27]=[C:26]([C:28]([F:31])([F:30])[F:29])[CH:25]=[C:24]([C:32]([F:35])([F:34])[F:33])[CH:23]=2)[C:17]2[N:18]=[N:19][NH:20][N:21]=2)[CH2:8][CH:7]1[CH2:36][CH3:37])=[O:5])[CH3:2].[C:38]([O-])([O-])=O.[K+].[K+].CI, predict the reaction product. The product is: [CH2:1]([O:3][C:4]([N:6]1[C:15]2[C:10](=[CH:11][CH:12]=[CH:13][CH:14]=2)[N:9]([CH:16]([C:22]2[CH:27]=[C:26]([C:28]([F:29])([F:30])[F:31])[CH:25]=[C:24]([C:32]([F:34])([F:35])[F:33])[CH:23]=2)[C:17]2[N:18]=[N:19][N:20]([CH3:38])[N:21]=2)[CH2:8][CH:7]1[CH2:36][CH3:37])=[O:5])[CH3:2]. (2) Given the reactants [Cl:1][C:2]1[CH:3]=[C:4]([C:8]#[C:9][CH:10]=O)[CH:5]=[CH:6][CH:7]=1.Cl.[NH2:13][OH:14].CCO, predict the reaction product. The product is: [Cl:1][C:2]1[CH:3]=[C:4]([C:8]#[C:9][CH:10]=[N:13][OH:14])[CH:5]=[CH:6][CH:7]=1. (3) Given the reactants [C:1]([C:5]1[CH:6]=[C:7]2[C:12](=[C:13]([F:15])[CH:14]=1)[C:11](=[O:16])[N:10]([C:17]1[C:22]3[CH2:23][C:24]([N+]#[C-])(S(C4C=CC(C)=CC=4)(=O)=O)[CH2:25][C:26]4[C:31]([C:21]=3[CH:20]=[CH:19][CH:18]=1)=[CH:30][CH:29]=[C:28]([O:32][CH3:33])[N:27]=4)[N:9]=[CH:8]2)([CH3:4])([CH3:3])[CH3:2].Cl.CCCCCC.C(OCC)(=[O:55])C.C(=O)(O)[O-].[Na+], predict the reaction product. The product is: [C:1]([C:5]1[CH:6]=[C:7]2[C:12](=[C:13]([F:15])[CH:14]=1)[C:11](=[O:16])[N:10]([C:17]1[C:22]3[CH2:23][C:24](=[O:55])[CH2:25][C:26]4[C:31]([C:21]=3[CH:20]=[CH:19][CH:18]=1)=[CH:30][CH:29]=[C:28]([O:32][CH3:33])[N:27]=4)[N:9]=[CH:8]2)([CH3:4])([CH3:3])[CH3:2]. (4) The product is: [Br:1][C:2]1[N:3]=[C:4]2[C:10]([C:11]([NH:13][C:14]([CH3:17])([CH3:16])[CH3:15])=[O:12])=[CH:9][NH:8][C:5]2=[N:6][CH:7]=1. Given the reactants [Br:1][C:2]1[N:3]=[C:4]2[C:10]([C:11]([NH:13][C:14]([CH3:17])([CH3:16])[CH3:15])=[O:12])=[CH:9][N:8](COCC[Si](C)(C)C)[C:5]2=[N:6][CH:7]=1.FC(F)(F)C(O)=O, predict the reaction product. (5) Given the reactants Cl.[Sn](Cl)Cl.[CH3:5][C:6]1[CH:11]=[CH:10][C:9]([N:12]2[CH2:17][CH2:16][CH2:15][CH2:14][CH2:13]2)=[C:8]([N+:18]([O-])=O)[CH:7]=1.C(=O)(O)[O-].[Na+], predict the reaction product. The product is: [CH3:5][C:6]1[CH:11]=[CH:10][C:9]([N:12]2[CH2:17][CH2:16][CH2:15][CH2:14][CH2:13]2)=[C:8]([CH:7]=1)[NH2:18]. (6) Given the reactants [CH:1]([S:14][CH2:15][C:16]([NH:18][CH2:19][CH2:20][CH2:21][C:22]1[CH:27]=[CH:26][CH:25]=[CH:24][CH:23]=1)=O)([C:8]1[CH:13]=[CH:12][CH:11]=[CH:10][CH:9]=1)[C:2]1[CH:7]=[CH:6][CH:5]=[CH:4][CH:3]=1.S(=O)(=O)(O)O.[H-].[H-].[H-].[H-].[Li+].[Al+3], predict the reaction product. The product is: [CH:1]([S:14][CH2:15][CH2:16][NH:18][CH2:19][CH2:20][CH2:21][C:22]1[CH:23]=[CH:24][CH:25]=[CH:26][CH:27]=1)([C:8]1[CH:13]=[CH:12][CH:11]=[CH:10][CH:9]=1)[C:2]1[CH:3]=[CH:4][CH:5]=[CH:6][CH:7]=1. (7) Given the reactants [CH2:1]([O:8][C:9](=[O:23])[NH:10][CH2:11][CH2:12][CH2:13][N:14]1[CH2:21][CH2:20][C:17]2([CH2:19][CH2:18]2)[C@H:16]([OH:22])[CH2:15]1)[C:2]1[CH:7]=[CH:6][CH:5]=[CH:4][CH:3]=1.[C:24]([Si:28]([CH3:31])([CH3:30])Cl)([CH3:27])([CH3:26])[CH3:25].N1C=CN=C1, predict the reaction product. The product is: [CH2:1]([O:8][C:9](=[O:23])[NH:10][CH2:11][CH2:12][CH2:13][N:14]1[CH2:21][CH2:20][C:17]2([CH2:18][CH2:19]2)[C@H:16]([O:22][Si:28]([C:24]([CH3:27])([CH3:26])[CH3:25])([CH3:31])[CH3:30])[CH2:15]1)[C:2]1[CH:3]=[CH:4][CH:5]=[CH:6][CH:7]=1.